Dataset: Peptide-MHC class I binding affinity with 185,985 pairs from IEDB/IMGT. Task: Regression. Given a peptide amino acid sequence and an MHC pseudo amino acid sequence, predict their binding affinity value. This is MHC class I binding data. (1) The peptide sequence is EKAAWGVAL. The MHC is HLA-A02:03 with pseudo-sequence HLA-A02:03. The binding affinity (normalized) is 0.0847. (2) The peptide sequence is KRSTPFYTK. The MHC is HLA-B39:01 with pseudo-sequence HLA-B39:01. The binding affinity (normalized) is 0.0847. (3) The peptide sequence is RVMAIFMAL. The MHC is HLA-C04:01 with pseudo-sequence HLA-C04:01. The binding affinity (normalized) is 0.213.